The task is: Predict the reactants needed to synthesize the given product.. This data is from Full USPTO retrosynthesis dataset with 1.9M reactions from patents (1976-2016). (1) The reactants are: [Cl:1][C:2]1[C:7]([C:8]([OH:10])=[O:9])=[CH:6][CH:5]=[CH:4][N:3]=1.S(Cl)(Cl)=O.[CH:15]1C=CC=C[CH:16]=1. Given the product [CH2:15]([O:9][C:8](=[O:10])[C:7]1[CH:6]=[CH:5][CH:4]=[N:3][C:2]=1[Cl:1])[CH3:16], predict the reactants needed to synthesize it. (2) Given the product [F:32][C:2]([F:1])([F:31])[C:3]([CH3:29])([CH3:30])[CH2:4][N:5]1[CH2:10][CH2:9][CH:8]([CH2:11][NH:12][C:13]2[CH:18]=[CH:17][C:16]([C:19]3[CH:20]=[CH:21][C:22]([C:25]([OH:27])=[O:26])=[CH:23][CH:24]=3)=[CH:15][CH:14]=2)[CH2:7][CH2:6]1, predict the reactants needed to synthesize it. The reactants are: [F:1][C:2]([F:32])([F:31])[C:3]([CH3:30])([CH3:29])[CH2:4][N:5]1[CH2:10][CH2:9][CH:8]([CH2:11][NH:12][C:13]2[CH:18]=[CH:17][C:16]([C:19]3[CH:24]=[CH:23][C:22]([C:25]([O:27]C)=[O:26])=[CH:21][CH:20]=3)=[CH:15][CH:14]=2)[CH2:7][CH2:6]1.O[Li].O. (3) Given the product [CH2:1]([N:9]1[C:21]2[C:20]3[CH:19]=[CH:18][CH:17]=[CH:16][C:15]=3[N:14]=[CH:13][C:12]=2[N:11]=[CH:10]1)[CH2:2][CH2:3][CH2:4][CH2:5][CH2:6][CH2:7][CH2:8][CH2:30][CH2:25][CH2:26][CH3:27], predict the reactants needed to synthesize it. The reactants are: [CH2:1]([N:9]1[C:21]2[C:20]3[CH:19]=[CH:18][CH:17]=[CH:16][C:15]=3[N:14]=[CH:13][C:12]=2[N:11]=[CH:10]1)[CH2:2][CH2:3][CH2:4][CH2:5][CH2:6][CH2:7][CH3:8].ClC1C([N+]([O-])=O)=C(Cl)[C:30]2[C:25](=[CH:26][CH:27]=CC=2)N=1.C(N)CCCCCCCCCCC. (4) Given the product [O:24]=[S:16]1[C:17]2[CH:23]=[CH:22][CH:21]=[CH:20][C:18]=2[CH2:19][N:13]([C:4]2[CH:3]=[C:2]([NH:28][CH2:27][C:26]([F:31])([F:25])[CH2:29][NH2:30])[C:11]3[C:6](=[CH:7][CH:8]=[C:9]([CH3:12])[CH:10]=3)[N:5]=2)[CH2:14][CH2:15]1, predict the reactants needed to synthesize it. The reactants are: Cl[C:2]1[C:11]2[C:6](=[CH:7][CH:8]=[C:9]([CH3:12])[CH:10]=2)[N:5]=[C:4]([N:13]2[CH2:19][C:18]3[CH:20]=[CH:21][CH:22]=[CH:23][C:17]=3[S:16](=[O:24])[CH2:15][CH2:14]2)[CH:3]=1.[F:25][C:26]([F:31])([CH2:29][NH2:30])[CH2:27][NH2:28]. (5) The reactants are: [CH2:1]([N:5]([S:15]([C:18]1[CH:23]=[CH:22][C:21]([CH3:24])=[CH:20][CH:19]=1)(=[O:17])=[O:16])[C@H:6]([C:12]([OH:14])=[O:13])[CH2:7][CH2:8][CH2:9][CH2:10][NH2:11])[CH:2]([CH3:4])[CH3:3].[O:25]([CH2:32][C:33](Cl)=[O:34])[C:26]1[CH:31]=[CH:30][CH:29]=[CH:28][CH:27]=1. Given the product [CH2:1]([N:5]([S:15]([C:18]1[CH:23]=[CH:22][C:21]([CH3:24])=[CH:20][CH:19]=1)(=[O:17])=[O:16])[C@H:6]([C:12]([OH:14])=[O:13])[CH2:7][CH2:8][CH2:9][CH2:10][NH:11][C:33](=[O:34])[CH2:32][O:25][C:26]1[CH:31]=[CH:30][CH:29]=[CH:28][CH:27]=1)[CH:2]([CH3:3])[CH3:4], predict the reactants needed to synthesize it.